This data is from Reaction yield outcomes from USPTO patents with 853,638 reactions. The task is: Predict the reaction yield, written as a fraction of the theoretical maximum amount of product (1.0 means a 100% yield; for example, 0.34 means a 34% yield). The reactants are [O:1]1[CH:5]=[CH:4][CH:3]=[C:2]1[C:6]1[N:7]=[C:8]([NH:17][C:18]([CH:20]2[CH2:25][CH2:24][NH:23][CH2:22][CH2:21]2)=[O:19])[S:9][C:10]=1[N:11]1[CH2:16][CH2:15][O:14][CH2:13][CH2:12]1.[C:26](OC(=O)C)(=[O:28])[CH3:27]. The catalyst is N1C=CC=CC=1. The product is [C:26]([N:23]1[CH2:24][CH2:25][CH:20]([C:18]([NH:17][C:8]2[S:9][C:10]([N:11]3[CH2:16][CH2:15][O:14][CH2:13][CH2:12]3)=[C:6]([C:2]3[O:1][CH:5]=[CH:4][CH:3]=3)[N:7]=2)=[O:19])[CH2:21][CH2:22]1)(=[O:28])[CH3:27]. The yield is 0.250.